Dataset: Reaction yield outcomes from USPTO patents with 853,638 reactions. Task: Predict the reaction yield, written as a fraction of the theoretical maximum amount of product (1.0 means a 100% yield; for example, 0.34 means a 34% yield). (1) The reactants are [O:1]1[CH:5]=[CH:4][CH:3]=[C:2]1[C:6](Cl)=[O:7].[Cl:9][C:10]1[CH:11]=[C:12]2[C:17](=[CH:18][CH:19]=1)[N:16]([CH2:20][C:21]1[CH:26]=[CH:25][C:24]([F:27])=[CH:23][CH:22]=1)[C:15](=[O:28])[C:14]([C:29]#[N:30])=[C:13]2[N:31]1[CH2:36][CH2:35][NH:34][CH2:33][CH2:32]1. The catalyst is N1C=CC=CC=1. The product is [Cl:9][C:10]1[CH:11]=[C:12]2[C:17](=[CH:18][CH:19]=1)[N:16]([CH2:20][C:21]1[CH:22]=[CH:23][C:24]([F:27])=[CH:25][CH:26]=1)[C:15](=[O:28])[C:14]([C:29]#[N:30])=[C:13]2[N:31]1[CH2:36][CH2:35][N:34]([C:6]([C:2]2[O:1][CH:5]=[CH:4][CH:3]=2)=[O:7])[CH2:33][CH2:32]1. The yield is 0.430. (2) The reactants are [OH:1][C:2]1[CH:7]=[CH:6][C:5]([CH2:8][CH2:9][CH2:10][CH2:11][C:12]([OH:14])=O)=[CH:4][CH:3]=1.[CH3:15][O:16][C:17]1[CH:25]=[CH:24][CH:23]=[CH:22][C:18]=1[CH2:19][NH:20][CH3:21]. No catalyst specified. The product is [OH:1][C:2]1[CH:3]=[CH:4][C:5]([CH2:8][CH2:9][CH2:10][CH2:11][C:12]([N:20]([CH2:19][C:18]2[CH:22]=[CH:23][CH:24]=[CH:25][C:17]=2[O:16][CH3:15])[CH3:21])=[O:14])=[CH:6][CH:7]=1. The yield is 0.270. (3) The reactants are [Br:1][C:2]1[CH:7]=[C:6]([F:8])[C:5]([CH2:9][C:10](N)=[O:11])=[C:4]([F:13])[CH:3]=1.[OH-:14].[Na+].Cl. The catalyst is C(O)C. The product is [Br:1][C:2]1[CH:7]=[C:6]([F:8])[C:5]([CH2:9][C:10]([OH:14])=[O:11])=[C:4]([F:13])[CH:3]=1. The yield is 0.410. (4) The reactants are [CH3:1][C:2]1[CH:3]=[C:4]([C:15]2[CH:16]=[C:17]3[C:22](=[CH:23][C:24]=2[C:25]([F:28])([F:27])[F:26])[NH:21][C:20](=[O:29])[N:19]([NH:30][S:31]([CH3:34])(=[O:33])=[O:32])[C:18]3=[O:35])[N:5](CCOC[Si](C)(C)C)[N:6]=1.Cl.CCO. The catalyst is O1CCOCC1. The product is [CH3:1][C:2]1[CH:3]=[C:4]([C:15]2[CH:16]=[C:17]3[C:22](=[CH:23][C:24]=2[C:25]([F:27])([F:28])[F:26])[NH:21][C:20](=[O:29])[N:19]([NH:30][S:31]([CH3:34])(=[O:33])=[O:32])[C:18]3=[O:35])[NH:5][N:6]=1. The yield is 0.560.